From a dataset of Full USPTO retrosynthesis dataset with 1.9M reactions from patents (1976-2016). Predict the reactants needed to synthesize the given product. (1) Given the product [CH2:13]([N:10]1[C:11]2[C:7](=[CH:6][CH:5]=[C:4]([N+:1]([O-:3])=[O:2])[CH:12]=2)[CH:8]=[CH:9]1)[C:14]1[CH:19]=[CH:18][CH:17]=[CH:16][CH:15]=1, predict the reactants needed to synthesize it. The reactants are: [N+:1]([C:4]1[CH:12]=[C:11]2[C:7]([CH:8]=[CH:9][NH:10]2)=[CH:6][CH:5]=1)([O-:3])=[O:2].[CH2:13](Cl)[C:14]1[CH:19]=[CH:18][CH:17]=[CH:16][CH:15]=1.[OH-].[K+].C(OCC)(=O)C. (2) Given the product [CH3:26][N:2]([CH3:1])[C:3]1[CH:4]=[C:5]([CH:9]=[C:10](/[CH:12]=[CH:13]/[C:14]2[CH:15]=[C:16]([CH3:25])[C:17]([OH:21])=[C:18]([CH3:20])[CH:19]=2)[CH:11]=1)[C:6]([NH:35][CH2:34][CH2:33][CH3:32])=[O:7], predict the reactants needed to synthesize it. The reactants are: [CH3:1][N:2]([CH3:26])[C:3]1[CH:4]=[C:5]([CH:9]=[C:10](/[CH:12]=[CH:13]/[C:14]2[CH:19]=[C:18]([CH3:20])[C:17]([O:21]COC)=[C:16]([CH3:25])[CH:15]=2)[CH:11]=1)[C:6](O)=[O:7].C(Cl)CCl.C1C=[N:35][C:34]2N(O)N=N[C:33]=2[CH:32]=1.C(N)CC. (3) Given the product [Cl:16][C:17]1[N:18]=[N:19][C:20]([O:23][CH3:24])=[C:21]([CH:26]=[O:27])[CH:22]=1, predict the reactants needed to synthesize it. The reactants are: C([Li])CCC.CC1(C)CCCC(C)(C)N1.[Cl:16][C:17]1[N:18]=[N:19][C:20]([O:23][CH3:24])=[CH:21][CH:22]=1.Cl.[C:26]([O-])(O)=[O:27].[Na+].